This data is from Forward reaction prediction with 1.9M reactions from USPTO patents (1976-2016). The task is: Predict the product of the given reaction. Given the reactants Cl[C:2]1[N:7]=[CH:6][N:5]=[C:4]([NH:8][C:9]2[N:10]=[CH:11][C:12]([C:15]#[N:16])=[N:13][CH:14]=2)[CH:3]=1.[NH2:17][CH2:18][CH:19]1[CH2:24][CH2:23][N:22](C(OC(C)(C)C)=O)[CH2:21][CH2:20]1.C(N(CC)CC)C, predict the reaction product. The product is: [NH:22]1[CH2:23][CH2:24][CH:19]([CH2:18][NH:17][C:2]2[N:7]=[CH:6][N:5]=[C:4]([NH:8][C:9]3[N:10]=[CH:11][C:12]([C:15]#[N:16])=[N:13][CH:14]=3)[CH:3]=2)[CH2:20][CH2:21]1.